This data is from Forward reaction prediction with 1.9M reactions from USPTO patents (1976-2016). The task is: Predict the product of the given reaction. (1) Given the reactants [CH3:1][C:2]1[N:3]([C:8]2[CH:17]=[C:16]3[C:11]([CH2:12][CH2:13][C:14](=O)[N:15]3[CH:18]([CH3:24])[C:19]([O:21][CH2:22][CH3:23])=[O:20])=[CH:10][CH:9]=2)[C:4]([CH3:7])=[CH:5][CH:6]=1.COC1C=CC(P2(SP(C3C=CC(OC)=CC=3)(=S)S2)=[S:35])=CC=1, predict the reaction product. The product is: [CH3:1][C:2]1[N:3]([C:8]2[CH:17]=[C:16]3[C:11]([CH2:12][CH2:13][C:14](=[S:35])[N:15]3[CH:18]([CH3:24])[C:19]([O:21][CH2:22][CH3:23])=[O:20])=[CH:10][CH:9]=2)[C:4]([CH3:7])=[CH:5][CH:6]=1. (2) Given the reactants [H-].[Na+].[NH:3]1[C:11]2[C:6](=[C:7]([CH:12]([OH:14])[CH3:13])[CH:8]=[CH:9][CH:10]=2)[CH:5]=[CH:4]1.IC.[C:17](Cl)(=O)C(Cl)=O.[CH3:23][N:24]([CH:26]=O)[CH3:25], predict the reaction product. The product is: [CH3:17][O:14][CH:12]([C:7]1[CH:6]=[CH:5][CH:4]=[C:25]2[C:8]=1[C:9]([CH2:10][CH2:11][NH2:3])=[CH:26][N:24]2[CH3:23])[CH3:13]. (3) Given the reactants Cl[C:2]1[CH2:6][C@H:5]([CH:7]2[CH2:11][CH2:10][CH2:9][CH2:8]2)[N:4]([C:12]2[CH:19]=[CH:18][C:15]([C:16]#[N:17])=[C:14]([CH3:20])[N:13]=2)[N:3]=1.[CH3:21][O:22][C:23]([C:25]1[CH:30]=[CH:29][C:28](B(O)O)=[CH:27][CH:26]=1)=[O:24].C(=O)([O-])[O-].[Cs+].[Cs+].C(#N)C.O, predict the reaction product. The product is: [C:16]([C:15]1[CH:18]=[CH:19][C:12]([N:4]2[C@@H:5]([CH:7]3[CH2:11][CH2:10][CH2:9][CH2:8]3)[CH2:6][C:2]([C:28]3[CH:29]=[CH:30][C:25]([C:23]([O:22][CH3:21])=[O:24])=[CH:26][CH:27]=3)=[N:3]2)=[N:13][C:14]=1[CH3:20])#[N:17].